Dataset: Reaction yield outcomes from USPTO patents with 853,638 reactions. Task: Predict the reaction yield, written as a fraction of the theoretical maximum amount of product (1.0 means a 100% yield; for example, 0.34 means a 34% yield). (1) The reactants are [Cl:1][C@H:2]1[C@H:6]([CH2:7][CH2:8][CH2:9][C:10]2[S:14][C:13]([C:15]([O:17][CH2:18][CH2:19][N:20]([CH2:23][CH3:24])[CH2:21][CH3:22])=[O:16])=[CH:12][CH:11]=2)[C@@H:5]([CH2:25][CH2:26][C:27]2[CH:32]=[C:31]([Cl:33])[CH:30]=[C:29]([Cl:34])[CH:28]=2)[C@H:4]([OH:35])[CH2:3]1.Cl.CCCCCC. The catalyst is C(Cl)Cl. The product is [ClH:1].[Cl:1][C@H:2]1[C@H:6]([CH2:7][CH2:8][CH2:9][C:10]2[S:14][C:13]([C:15]([O:17][CH2:18][CH2:19][N:20]([CH2:21][CH3:22])[CH2:23][CH3:24])=[O:16])=[CH:12][CH:11]=2)[C@@H:5]([CH2:25][CH2:26][C:27]2[CH:32]=[C:31]([Cl:33])[CH:30]=[C:29]([Cl:34])[CH:28]=2)[C@H:4]([OH:35])[CH2:3]1. The yield is 0.960. (2) The reactants are [N:1]1([C:6]2[CH:18]=[C:17]([C:19]3[CH:24]=[CH:23][C:22]([CH3:25])=[CH:21][CH:20]=3)[C:16]3[C:15]4[C:10](=[CH:11][CH:12]=[CH:13][CH:14]=4)[CH2:9][C:8]=3[C:7]=2[C:26]#[N:27])[CH2:5][CH2:4][CH2:3][CH2:2]1.[H-].[Na+].C1C[O:33]CC1. No catalyst specified. The product is [O:33]=[C:9]1[C:8]2[C:7]([C:26]#[N:27])=[C:6]([N:1]3[CH2:5][CH2:4][CH2:3][CH2:2]3)[CH:18]=[C:17]([C:19]3[CH:20]=[CH:21][C:22]([CH3:25])=[CH:23][CH:24]=3)[C:16]=2[C:15]2[C:10]1=[CH:11][CH:12]=[CH:13][CH:14]=2. The yield is 0.760. (3) The reactants are [CH2:1]([C:3]1[C:8](=[O:9])[NH:7][C:6]([CH3:10])=[C:5]([C:11]2[S:15][C:14]([S:16](Cl)(=[O:18])=[O:17])=[CH:13][CH:12]=2)[CH:4]=1)[CH3:2].[F:20][C:21]([F:31])([F:30])[C:22]1[CH:29]=[CH:28][C:25]([CH2:26][NH2:27])=[CH:24][CH:23]=1. No catalyst specified. The product is [F:20][C:21]([F:30])([F:31])[C:22]1[CH:29]=[CH:28][C:25]([CH2:26][NH:27][S:16]([C:14]2[S:15][C:11]([C:5]3[CH:4]=[C:3]([CH2:1][CH3:2])[C:8](=[O:9])[NH:7][C:6]=3[CH3:10])=[CH:12][CH:13]=2)(=[O:18])=[O:17])=[CH:24][CH:23]=1. The yield is 0.440. (4) The reactants are [NH:1]1[C:9]2[C:4](=[CH:5][C:6]([C:10]([O:12][CH3:13])=[O:11])=[CH:7][CH:8]=2)[CH:3]=[N:2]1.[CH:14]1(B(O)O)[CH2:16][CH2:15]1.C([O-])(=O)C.N1C=CC=CC=1C1C=CC=CN=1.[NH4+].[Cl-]. The catalyst is ClCCCl.O.C(Cl)Cl. The product is [CH:14]1([N:1]2[C:9]3[C:4](=[CH:5][C:6]([C:10]([O:12][CH3:13])=[O:11])=[CH:7][CH:8]=3)[CH:3]=[N:2]2)[CH2:16][CH2:15]1. The yield is 0.710. (5) The reactants are CC1(C)[O:9][C:8](=[O:10])[C:5]2([CH2:7][CH2:6]2)[C:4](=[O:11])O1.[CH3:13][N:14]1[CH:18]=[CH:17][C:16]([NH2:19])=[N:15]1. The catalyst is C(O)C. The product is [CH3:13][N:14]1[CH:18]=[CH:17][C:16]([N:19]2[CH2:6][CH2:7][CH:5]([C:8]([OH:9])=[O:10])[C:4]2=[O:11])=[N:15]1. The yield is 0.210. (6) The reactants are [CH3:1][C:2]1[CH:7]=[CH:6][N:5]=[CH:4][C:3]=1[N:8]1[CH2:12][CH2:11][NH:10][C:9]1=[O:13].Br[C:15]1[CH:16]=[C:17]2[C:21](=[CH:22][CH:23]=1)[N:20]([CH2:24][O:25][CH2:26][CH2:27][Si:28]([CH3:31])([CH3:30])[CH3:29])[N:19]=[CH:18]2.N[C@@H]1CCCC[C@H]1N.C(=O)([O-])[O-].[K+].[K+]. The catalyst is [Cu](I)I.O1CCOCC1. The product is [CH3:1][C:2]1[CH:7]=[CH:6][N:5]=[CH:4][C:3]=1[N:8]1[CH2:12][CH2:11][N:10]([C:15]2[CH:16]=[C:17]3[C:21](=[CH:22][CH:23]=2)[N:20]([CH2:24][O:25][CH2:26][CH2:27][Si:28]([CH3:31])([CH3:30])[CH3:29])[N:19]=[CH:18]3)[C:9]1=[O:13]. The yield is 0.975. (7) The reactants are [Si:1]([O:8][CH2:9][C:10]1[N:11]([CH3:37])[C:12]2[C:17]([CH:18]=1)=[CH:16][C:15]1[C:19](=[N:25][CH2:26][C:27]3[CH:32]=[CH:31][C:30]([O:33][CH3:34])=[CH:29][C:28]=3[O:35][CH3:36])[CH2:20][CH2:21][CH2:22][CH:23]([CH3:24])[C:14]=1[CH:13]=2)([C:4]([CH3:7])([CH3:6])[CH3:5])([CH3:3])[CH3:2].[CH:38]([C:47](OC)=[O:48])([C:43](OC)=[O:44])[C:39]([O:41][CH3:42])=[O:40]. The catalyst is O(C1C=CC=CC=1)C1C=CC=CC=1. The product is [Si:1]([O:8][CH2:9][C:10]1[N:11]([CH3:37])[C:12]2[CH:13]=[C:14]3[CH:23]([CH3:24])[CH2:22][CH2:21][C:20]4[C:47]([OH:48])=[C:38]([C:39]([O:41][CH3:42])=[O:40])[C:43](=[O:44])[N:25]([CH2:26][C:27]5[CH:32]=[CH:31][C:30]([O:33][CH3:34])=[CH:29][C:28]=5[O:35][CH3:36])[C:19]=4[C:15]3=[CH:16][C:17]=2[CH:18]=1)([C:4]([CH3:7])([CH3:6])[CH3:5])([CH3:3])[CH3:2]. The yield is 0.600. (8) The reactants are [O:1]1[C:5]2([CH2:10][CH2:9][N:8]([C:11]3[CH:16]=[CH:15][C:14]([C:17](=O)[CH3:18])=[CH:13][CH:12]=3)[CH2:7][CH2:6]2)OCC1.[OH2:20].[OH2:21].O.[N+]([O-])([O-])=O.[N+]([O-])([O-])=O.[N+]([O-])([O-])=O.[Tl+3].C(Cl)Cl.Cl(O)(=O)(=O)=O. The catalyst is CO. The product is [O:1]=[C:5]1[CH2:6][CH2:7][N:8]([C:11]2[CH:12]=[CH:13][C:14]([CH2:17][C:18]([OH:21])=[O:20])=[CH:15][CH:16]=2)[CH2:9][CH2:10]1. The yield is 0.170. (9) The reactants are [N+:1]([C:4]1[CH:11]=[CH:10][CH:9]=[C:8]([N+:12]([O-])=O)[C:5]=1[NH:6][CH3:7])([O-])=O. The catalyst is CO. The product is [CH3:7][NH:6][C:5]1[C:8]([NH2:12])=[CH:9][CH:10]=[CH:11][C:4]=1[NH2:1]. The yield is 0.950.